From a dataset of Catalyst prediction with 721,799 reactions and 888 catalyst types from USPTO. Predict which catalyst facilitates the given reaction. (1) Reactant: [F:8][C:7]([F:10])([F:9])[C:6](O[C:6](=[O:11])[C:7]([F:10])([F:9])[F:8])=[O:11].COC1C=C(OC)C=CC=1C[N:19]1[CH2:22][CH:21]([O:23][C:24]2[CH:29]=[CH:28][C:27]([C:30]3[CH:31]=[CH:32][C:33]([S:36]([CH3:39])(=[O:38])=[O:37])=[N:34][CH:35]=3)=[CH:26][CH:25]=2)[CH2:20]1.C(N(CC)CC)C. Product: [F:10][C:7]([F:8])([F:9])[C:6]([N:19]1[CH2:22][CH:21]([O:23][C:24]2[CH:29]=[CH:28][C:27]([C:30]3[CH:35]=[N:34][C:33]([S:36]([CH3:39])(=[O:38])=[O:37])=[CH:32][CH:31]=3)=[CH:26][CH:25]=2)[CH2:20]1)=[O:11]. The catalyst class is: 2. (2) Reactant: [F:1][C:2]([F:11])([F:10])[C:3]1[N:8]=[N:7][C:6]([NH2:9])=[CH:5][CH:4]=1.CC1(C)C2C(=C(P(C3C=CC=CC=3)C3C=CC=CC=3)C=CC=2)OC2C(P(C3C=CC=CC=3)C3C=CC=CC=3)=CC=CC1=2.Br[C:55]1[C:56](=[O:63])[N:57]([CH3:62])[CH:58]=[C:59]([Br:61])[CH:60]=1.C([O-])([O-])=O.[Cs+].[Cs+]. Product: [Br:61][C:59]1[CH:60]=[C:55]([NH:9][C:6]2[N:7]=[N:8][C:3]([C:2]([F:1])([F:10])[F:11])=[CH:4][CH:5]=2)[C:56](=[O:63])[N:57]([CH3:62])[CH:58]=1. The catalyst class is: 102. (3) Reactant: [BH4-].[Na+].[CH2:3]([O:5][C:6]1[C:11]([C:12]#[N:13])=[CH:10][N:9]=[C:8]([O:14][C:15]2[CH:20]=[CH:19][C:18]([B:21]3[O:25]C(C)(C)[C:23](C)(C)[O:22]3)=[C:17](C=O)[CH:16]=2)[CH:7]=1)[CH3:4]. Product: [CH2:3]([O:5][C:6]1[C:11]([C:12]#[N:13])=[CH:10][N:9]=[C:8]([O:14][C:15]2[CH:16]=[CH:17][C:18]3[B:21]([OH:25])[O:22][CH2:23][C:19]=3[CH:20]=2)[CH:7]=1)[CH3:4]. The catalyst class is: 100. (4) Reactant: Cl.[CH:2]([NH:5][C@@H:6]([CH3:9])[CH2:7][OH:8])([CH3:4])[CH3:3].[C:10]1([CH2:16][C:17]([Cl:19])=[O:18])[CH:15]=[CH:14][CH:13]=[CH:12][CH:11]=1. Product: [ClH:19].[CH:2]([NH:5][C@@H:6]([CH3:9])[CH2:7][O:8][C:17](=[O:18])[CH2:16][C:10]1[CH:15]=[CH:14][CH:13]=[CH:12][CH:11]=1)([CH3:4])[CH3:3]. The catalyst class is: 4.